This data is from Reaction yield outcomes from USPTO patents with 853,638 reactions. The task is: Predict the reaction yield, written as a fraction of the theoretical maximum amount of product (1.0 means a 100% yield; for example, 0.34 means a 34% yield). (1) The reactants are [CH3:1][C:2]1[NH:6][C:5]2[C:7]([C:17]([O:19]C)=[O:18])=[CH:8][C:9]([N:11]3[CH2:16][CH2:15][O:14][CH2:13][CH2:12]3)=[CH:10][C:4]=2[N:3]=1.Br[CH:22]([C:24]1[CH:29]=[CH:28][CH:27]=[C:26]([Cl:30])[CH:25]=1)[CH3:23].C(=O)([O-])[O-].[K+].[K+].[OH-].[Li+]. The catalyst is CN(C)C=O.O1CCCC1.O. The product is [Cl:30][C:26]1[CH:25]=[C:24]([CH:22]([N:3]2[C:4]3[CH:10]=[C:9]([N:11]4[CH2:16][CH2:15][O:14][CH2:13][CH2:12]4)[CH:8]=[C:7]([C:17]([OH:19])=[O:18])[C:5]=3[N:6]=[C:2]2[CH3:1])[CH3:23])[CH:29]=[CH:28][CH:27]=1. The yield is 0.243. (2) The reactants are [C:1]([O:5][C:6]([NH:8][C@H:9]1[C@H:14]([OH:15])[CH2:13][CH2:12][N:11]([C:16]([O:18][CH2:19][C:20]2[CH:25]=[CH:24][CH:23]=[CH:22][CH:21]=2)=[O:17])[CH2:10]1)=[O:7])([CH3:4])([CH3:3])[CH3:2].N1C=CN=C1.[CH3:31][C:32]([Si:35](Cl)([CH3:37])[CH3:36])([CH3:34])[CH3:33]. The catalyst is ClCCl.CN(C1C=CN=CC=1)C. The product is [C:1]([O:5][C:6]([NH:8][C@H:9]1[C@H:14]([O:15][Si:35]([C:32]([CH3:34])([CH3:33])[CH3:31])([CH3:37])[CH3:36])[CH2:13][CH2:12][N:11]([C:16]([O:18][CH2:19][C:20]2[CH:25]=[CH:24][CH:23]=[CH:22][CH:21]=2)=[O:17])[CH2:10]1)=[O:7])([CH3:4])([CH3:2])[CH3:3]. The yield is 0.760.